From a dataset of M1 muscarinic receptor antagonist screen with 61,756 compounds. Binary Classification. Given a drug SMILES string, predict its activity (active/inactive) in a high-throughput screening assay against a specified biological target. (1) The drug is S(Cn1nnc2c(c1=O)cccc2)c1oc(nn1)c1occc1. The result is 0 (inactive). (2) The molecule is n12C(Cc3c(c1nnc2c1ccccc1)cccc3)(C)C. The result is 0 (inactive). (3) The drug is S(Cc1[nH]c2c(n1)cccc2)c1ncnc2c3c(oc12)cccc3. The result is 0 (inactive). (4) The molecule is S(CC(=O)Nc1cc(ccc1)C(OCC)=O)c1oc(nn1)COc1c(cccc1)C. The result is 0 (inactive). (5) The molecule is S(CC(=O)N1C(CCCC1C)C)c1oc(nn1)c1noc(c1)C. The result is 0 (inactive). (6) The drug is O=C(N)C1CCN(CC1)CC(=O)NC(c1ccccc1)C. The result is 0 (inactive).